From a dataset of Reaction yield outcomes from USPTO patents with 853,638 reactions. Predict the reaction yield, written as a fraction of the theoretical maximum amount of product (1.0 means a 100% yield; for example, 0.34 means a 34% yield). The product is [F:27][C:11]1[CH:10]=[C:9]([C:4]2[C:3]([C:1]#[N:2])=[CH:8][CH:7]=[CH:6][CH:5]=2)[CH:14]=[CH:13][C:12]=1[CH2:15][C:16]1[C:17](=[O:18])[N:34]([CH:35]2[CH2:36][CH2:37][S:38][CH2:39][CH2:40]2)[C:31]2[N:32]([N:33]=[C:29]([CH3:28])[N:30]=2)[C:22]=1[CH2:23][CH2:24][CH3:25]. The yield is 0.270. No catalyst specified. The reactants are [C:1]([C:3]1[CH:8]=[CH:7][CH:6]=[CH:5][C:4]=1[C:9]1[CH:14]=[CH:13][C:12]([CH2:15][CH:16]([C:22](=O)[CH2:23][CH2:24][CH3:25])[C:17](OCC)=[O:18])=[C:11]([F:27])[CH:10]=1)#[N:2].[CH3:28][C:29]1[NH:30][C:31]([NH:34][CH:35]2[CH2:40][CH2:39][S:38][CH2:37][CH2:36]2)=[N:32][N:33]=1.